This data is from Catalyst prediction with 721,799 reactions and 888 catalyst types from USPTO. The task is: Predict which catalyst facilitates the given reaction. Reactant: C[C@H]1O[C@@H](O[C@H]2[C@@H](O)C[C@H](O[C@H]3[C@@H](O)C[C@H]([O:24][C@@H:25]4[CH2:30][C@H:29]5[CH2:31][CH2:32][C@H:33]6[C@@:38]7([OH:48])[CH2:39][CH2:40][C@H:41]([C:42]8[CH2:47][O:46][C:44](=[O:45])[CH:43]=8)[C@@:37]7([CH3:49])[CH2:36][CH2:35][C@@H:34]6[C@@:28]5([CH3:50])[CH2:27][CH2:26]4)O[C@@H]3C)O[C@@H]2C)C[C@H](O)[C@@H]1O.CC1C=CC(S(O)(=O)=O)=CC=1. Product: [CH3:50][C@@:28]12[C@H:34]3[CH2:35][CH2:36][C@:37]4([CH3:49])[C@@H:41]([C:42]5[CH2:47][O:46][C:44](=[O:45])[CH:43]=5)[CH2:40][CH2:39][C@:38]4([OH:48])[C@@H:33]3[CH2:32][CH2:31][C@@H:29]1[CH2:30][C@@H:25]([OH:24])[CH2:26][CH2:27]2. The catalyst class is: 5.